From a dataset of B-cell epitopes from IEDB database with 3,159 antigens for binding position prediction. Token-level Classification. Given an antigen amino acid sequence, predict which amino acid positions are active epitope sites capable of antibody binding. Output is a list of indices for active positions. (1) Given the antigen sequence: MYGKIIFVLLLSEIVSISASSTTGVAMHTSTSSSVTKSYISSQTNDTHKRDTYAATPRAHEVSEISVRTVYPPEEETGERVQLAHHFSEPEITLIIFGVMAGVIGTILLISYGIRRLIKKSPSDVKPLPSPDTDVPLSSVEIENPETSDQ, which amino acid positions are active epitope sites? The epitope positions are: [45, 46, 47, 48, 49, 50, 51, 52]. The amino acids at these positions are: DTHKRDTY. (2) Given the antigen sequence: SVVGWGPHSLHACPALVLSNDVTIDAWCPLCGPHERLQFERIDTTLTCETHRINWTADGRPCGLNGTLFPRLHVSETRPQGPQRVWINCPLPVVRAQPGPVSLSPFERSPFQPYQCQLPSASSDGCPIIGHGLLPWNNLVTHPVLGKVLILNQMANFSLLPSFDTLLVDPLRLSVFAPDTRGAIRYLSTLWTLCPATCILPLGEPFSPNVPICRFPRDSNEPPLSEFELPLIQTPGLSWSVPAIDLFLTGPPSPCDRLHVWSSPQALQRFLHDPTLTWSELVASRKIRLDSPLKLQLLENEWLSRLF, which amino acid positions are active epitope sites? The epitope positions are: [258, 259, 260, 261, 262, 263, 264, 265, 266, 267, 268, 269, 270, 271, 272, 273, 274, 275, 276, 277]. The amino acids at these positions are: HVWSSPQALQRFLHDPTLTW. (3) Given the antigen sequence: MMGQHPAKSMDVRRIEGGEILLNQLAGRMIPKGTLTWSGKFPTLDHVLDHVQTMEEINTLQNQGAWPAGAGRRVGLSNPTPQEIPQPQWTPEEDQKAREAFRRYQEERPPETTTIPPSSPPQWKLQPGDDPLLGNQSLLETHPLYQSEPAVPVIKTPPLKKKMSGTFGGILAGLIGLLVSFFLLIKILEILRRLDWWWISLSSPKGKMQCAFQDTGAQISPHYVGSCPWGCPGFLWTYLRLFIIFLLILLVAAGLLYLTDNGSTILGKLQWASVSALFSSISSLLPSDPKSLVALTFGLSLIWMTSSSATQTLVTLTQLATLSALFYKS, which amino acid positions are active epitope sites? The epitope positions are: [58, 59, 60, 61, 62, 63, 64, 65, 66]. The amino acids at these positions are: TLQNQGAWP. (4) Given the antigen sequence: MATTYEEFSAKLDRLGEEFNRKMQEQNAKFFADKPDESTLSPEMKEHYEKFERMIKEHTEKFNKKMHEHSEHFKQKFAELLEQQKAAQYPSK, which amino acid positions are active epitope sites? The epitope positions are: [15, 16, 17, 18, 19, 20, 21, 22, 23, 24, 25, 26, 27, 28, 29, 30, 31, 32, 33, 34]. The amino acids at these positions are: GEEFNRKMQEQNAKFFADKP. (5) Given the antigen sequence: MEFIPTQTFYNRRYQPRPWTPRPTIQVIRPRPRPQRKAGQLAQLISAVNKLTMRVVPQQKPRKNRKNKKQKQKQQAPRNNMNQKKQPPKKKPVQKKKKPGRRERMCMKIENDCIFEVKHEGKVTGYACLVGDKVMKPAHVKGTIDNADLAKLAFKRSSKYDLECAQIPVHMKSDASKFTHEKPEGYYNWHHGAVQYSGGRFTIPTGAGKPGDSGRPIFDNKGRVVAIVLGGANEGARTALSVVTWNKDIVTKITPEGAEEWSLAIPVMCLLANTTFPCSQPPCTPCCYEKEPEKTLRMLEDNVMSPGYYQLLQASLTCSPRRRRRSIKDHFNVYKATRPYLAHCPDCGEGHSCHSPVALERIRNEATDGTLKIQVSLQIGIKTDDSHDWTKLRYMDNHMPADAERAGLFVRTSAPCTITGTMGHFILARCPKGETLTVGFTDGRKISHSCTHPFHHDPPVIGREKFHSRPQHGRELPCSTYAQSTAATAEEIEVHMPPDT..., which amino acid positions are active epitope sites? The epitope positions are: [325, 326, 327, 328, 329, 330, 331, 332, 333, 334, 335, 336, 337, 338, 339]. The amino acids at these positions are: SIKDHFNVYKATRPY. (6) Given the antigen sequence: MKSNWKITAFLYMCSFLGSFISATYQQQSRLPVILGARQRTDLCPTIRIGEDDLPGFDLISQFQIEKAASQGIVQRVVGSTALQVAYKLGPNVDFRIPTSAIYSNGLPDEYSFLTTFRMTGATLQKYWTIWQIQDSSGKEQVGVNLNGPMKSVEFSYKGVDGSLQTASFLHLPFLFDSQWHKLMISVETTSVTLFIDCIKVETLNIKPKGKISVDGFSVLGRLKNNPQISVPFEVQWMPIHCDPLRPQREGCGELPARISQTVIERGLPGPPGPPGPPGPPGVPGIDGIDGERGPNGPPGPPGPDGDAGKAGSPGLPGEPGADGLTGPDGSPGATGPKGQKGEPGPPGARGLPGKGLLGPPGPAGAAGLPGEVGRAGPPGDPGKRGPPGPPGPPGPRGTIGLQDGDPLCPNACPPG, which amino acid positions are active epitope sites? The epitope positions are: [242, 243, 244, 245, 246, 247, 248, 249, 250, 251]. The amino acids at these positions are: DPLRPQREGC.